This data is from Reaction yield outcomes from USPTO patents with 853,638 reactions. The task is: Predict the reaction yield, written as a fraction of the theoretical maximum amount of product (1.0 means a 100% yield; for example, 0.34 means a 34% yield). The reactants are [Br:1][C:2]1[CH:3]=[C:4]2[C:9](=[CH:10][CH:11]=1)[O:8][CH:7]([CH:12]1[CH2:17][CH2:16][CH2:15][O:14][CH2:13]1)[CH2:6][C:5]2=O.[CH3:19][C:20]([S:23]([NH2:25])=[O:24])([CH3:22])[CH3:21]. The catalyst is CC1CCCO1.CCOC(C)=O.O.[O-]CC.[Ti+4].[O-]CC.[O-]CC.[O-]CC. The product is [Br:1][C:2]1[CH:3]=[C:4]2[C:9](=[CH:10][CH:11]=1)[O:8][CH:7]([CH:12]1[CH2:17][CH2:16][CH2:15][O:14][CH2:13]1)[CH2:6][C:5]2=[N:25][S:23]([C:20]([CH3:22])([CH3:21])[CH3:19])=[O:24]. The yield is 0.900.